Dataset: Catalyst prediction with 721,799 reactions and 888 catalyst types from USPTO. Task: Predict which catalyst facilitates the given reaction. (1) Reactant: F[C:2]1[CH:7]=[CH:6][C:5]([C:8]2[O:9][C:10]3[CH:16]=[CH:15][CH:14]=[CH:13][C:11]=3[N:12]=2)=[CH:4][C:3]=1[N+:17]([O-:19])=[O:18].C(=O)([O-])[O-].[K+].[K+].[NH2:26][CH2:27][CH2:28][N:29]1[CH2:34][CH2:33][CH2:32][CH2:31][CH2:30]1.O. Product: [N:29]1([CH2:28][CH2:27][NH:26][C:2]2[CH:7]=[CH:6][C:5]([C:8]3[O:9][C:10]4[CH:16]=[CH:15][CH:14]=[CH:13][C:11]=4[N:12]=3)=[CH:4][C:3]=2[N+:17]([O-:19])=[O:18])[CH2:34][CH2:33][CH2:32][CH2:31][CH2:30]1. The catalyst class is: 10. (2) Reactant: CN(CCN([CH2:8][CH2:9]N(C)C)C)C.CCCCCCCCCCCCCCCC.[Br:29][CH:30](C)[C:31](OC)=O.N#N.[O:38]=[C:39]1[O:45][C@H:44]([C@H:46]([CH2:48][OH:49])O)[C:42](O)=[C:40]1O.[OH2:50]. Product: [C:39]([O:45][CH2:44][CH2:46][C:48]([O:49][C:30]([Br:29])([CH2:8][CH3:9])[CH3:31])=[O:50])(=[O:38])[CH:40]=[CH2:42]. The catalyst class is: 1. (3) Reactant: [Br:1][C:2]1[CH:3]=[C:4]([CH:8]2[CH2:17][C:16]([CH3:19])([CH3:18])[C:15]3[C:10](=[CH:11][CH:12]=[C:13]([C:20]#[N:21])[CH:14]=3)[NH:9]2)[CH:5]=[CH:6][CH:7]=1.[H-].[Na+].I[CH3:25]. Product: [Br:1][C:2]1[CH:3]=[C:4]([CH:8]2[CH2:17][C:16]([CH3:18])([CH3:19])[C:15]3[C:10](=[CH:11][CH:12]=[C:13]([C:20]#[N:21])[CH:14]=3)[N:9]2[CH3:25])[CH:5]=[CH:6][CH:7]=1. The catalyst class is: 9.